Dataset: Human liver microsome stability data. Task: Regression/Classification. Given a drug SMILES string, predict its absorption, distribution, metabolism, or excretion properties. Task type varies by dataset: regression for continuous measurements (e.g., permeability, clearance, half-life) or binary classification for categorical outcomes (e.g., BBB penetration, CYP inhibition). Dataset: hlm. (1) The molecule is CC(=O)N1CCC(Oc2ccc3c(c2)CCC2(CCN(C4CCC4)CC2)O3)CC1. The result is 0 (unstable in human liver microsomes). (2) The drug is CCCCc1ccc(-c2nc(CNC[C@@H]3CC[C@H]4C[C@@H]3C4(C)C)co2)cc1. The result is 0 (unstable in human liver microsomes). (3) The molecule is CCC(=O)NCCCc1cc(OC)ccc1C#Cc1cccc(OC)c1. The result is 1 (stable in human liver microsomes). (4) The molecule is CCc1nc2cc(Cl)ccn2c1C(=O)NCc1ccc(-c2ccc(Cl)cc2)cc1. The result is 0 (unstable in human liver microsomes). (5) The compound is Cn1c(-c2ccccn2)c(C2CCCCC2)c2ccc(C(=O)NC3(C(=O)Nc4ccc(C=CC(=O)O)cc4)CCCCC3)cc21. The result is 0 (unstable in human liver microsomes).